This data is from M1 muscarinic receptor antagonist screen with 61,756 compounds. The task is: Binary Classification. Given a drug SMILES string, predict its activity (active/inactive) in a high-throughput screening assay against a specified biological target. The molecule is Clc1c(S(=O)(=O)N(Cc2cc3c([nH]c2=O)cc(OC)c(OC)c3)CCO)cccc1. The result is 0 (inactive).